Predict the reactants needed to synthesize the given product. From a dataset of Full USPTO retrosynthesis dataset with 1.9M reactions from patents (1976-2016). (1) The reactants are: [CH:1]1([N:4]([CH2:29][C:30]2[CH:35]=[C:34]([CH2:36][CH2:37][CH2:38][O:39][CH3:40])[CH:33]=[C:32]([O:41][CH2:42][CH2:43][O:44][CH3:45])[CH:31]=2)[C:5]([C@@H:7]2[C@@:12]([OH:21])([C:13]3[CH:18]=[CH:17][C:16](=[O:19])[N:15]([CH3:20])[CH:14]=3)[CH2:11][CH2:10][N:9]([C:22]([O:24][C:25]([CH3:28])([CH3:27])[CH3:26])=[O:23])[CH2:8]2)=[O:6])[CH2:3][CH2:2]1.[H-].[Na+].[CH3:48]I. Given the product [CH:1]1([N:4]([CH2:29][C:30]2[CH:35]=[C:34]([CH2:36][CH2:37][CH2:38][O:39][CH3:40])[CH:33]=[C:32]([O:41][CH2:42][CH2:43][O:44][CH3:45])[CH:31]=2)[C:5]([C@@H:7]2[C@@:12]([O:21][CH3:48])([C:13]3[CH:18]=[CH:17][C:16](=[O:19])[N:15]([CH3:20])[CH:14]=3)[CH2:11][CH2:10][N:9]([C:22]([O:24][C:25]([CH3:26])([CH3:27])[CH3:28])=[O:23])[CH2:8]2)=[O:6])[CH2:3][CH2:2]1, predict the reactants needed to synthesize it. (2) Given the product [Br:1][C:2]1[CH:7]=[C:6]([N+:8]([O-:10])=[O:9])[CH:5]=[CH:4][C:3]=1[O:20][C:14]1[CH:15]=[CH:16][C:17]([F:19])=[CH:18][C:13]=1[F:12], predict the reactants needed to synthesize it. The reactants are: [Br:1][C:2]1[CH:7]=[C:6]([N+:8]([O-:10])=[O:9])[CH:5]=[CH:4][C:3]=1F.[F:12][C:13]1[CH:18]=[C:17]([F:19])[CH:16]=[CH:15][C:14]=1[OH:20].C(=O)([O-])[O-].[Cs+].[Cs+].O. (3) Given the product [CH:1]1([CH2:4][O:5][C:6]2[CH:7]=[CH:8][C:9]([C:12]3[C:17](=[O:18])[N:16]([CH2:19][C:20]4[CH:25]=[CH:24][C:23]([C:26]5[CH:31]=[CH:30][CH:29]=[CH:28][C:27]=5[C:32]5[NH:39][C:41](=[O:44])[O:42][N:33]=5)=[CH:22][CH:21]=4)[C:15]([CH2:34][CH2:35][CH3:36])=[N:14][C:13]=3[CH3:37])=[CH:10][CH:11]=2)[CH2:3][CH2:2]1, predict the reactants needed to synthesize it. The reactants are: [CH:1]1([CH2:4][O:5][C:6]2[CH:11]=[CH:10][C:9]([C:12]3[C:17](=[O:18])[N:16]([CH2:19][C:20]4[CH:25]=[CH:24][C:23]([C:26]5[C:27]([C:32]#[N:33])=[CH:28][CH:29]=[CH:30][CH:31]=5)=[CH:22][CH:21]=4)[C:15]([CH2:34][CH2:35][CH3:36])=[N:14][C:13]=3[CH3:37])=[CH:8][CH:7]=2)[CH2:3][CH2:2]1.Cl.[NH2:39]O.[C:41](=[O:44])([O-])[OH:42].[Na+]. (4) Given the product [F:1][C:2]([F:7])([F:6])[C:3]([OH:5])=[O:4].[F:8][C:9]1[C:14]([F:15])=[CH:13][C:12]([C:16]2[CH:17]=[CH:18][C:19]([O:20][CH2:21][C:22]3[CH:23]=[C:24]([CH:39]=[CH:40][CH:41]=3)[C:25]([N:27]([CH2:32][CH:33]3[CH2:38][CH2:37][N:36]([CH3:46])[CH2:35][CH2:34]3)[CH2:28][C:29]([OH:31])=[O:30])=[O:26])=[CH:42][CH:43]=2)=[C:11]([S:44][CH3:45])[CH:10]=1, predict the reactants needed to synthesize it. The reactants are: [F:1][C:2]([F:7])([F:6])[C:3]([OH:5])=[O:4].[F:8][C:9]1[C:14]([F:15])=[CH:13][C:12]([C:16]2[CH:43]=[CH:42][C:19]([O:20][CH2:21][C:22]3[CH:23]=[C:24]([CH:39]=[CH:40][CH:41]=3)[C:25]([N:27]([CH2:32][CH:33]3[CH2:38][CH2:37][NH:36][CH2:35][CH2:34]3)[CH2:28][C:29]([OH:31])=[O:30])=[O:26])=[CH:18][CH:17]=2)=[C:11]([S:44][CH3:45])[CH:10]=1.[C:46](O)(=O)C.C=O.C(O[BH-](OC(=O)C)OC(=O)C)(=O)C.[Na+].